Dataset: Full USPTO retrosynthesis dataset with 1.9M reactions from patents (1976-2016). Task: Predict the reactants needed to synthesize the given product. (1) Given the product [Cl:1][C:2]1[CH:10]=[CH:9][C:8]([N:11]([CH3:30])[S:12]([C:15]2[S:16][CH:17]=[CH:18][CH:19]=2)(=[O:14])=[O:13])=[C:7]2[C:3]=1[CH:4]=[C:5]([C:23]([O:25][CH2:26][CH3:27])=[O:24])[N:6]2[CH2:20][O:21][CH3:22], predict the reactants needed to synthesize it. The reactants are: [Cl:1][C:2]1[CH:10]=[CH:9][C:8]([NH:11][S:12]([C:15]2[S:16][CH:17]=[CH:18][CH:19]=2)(=[O:14])=[O:13])=[C:7]2[C:3]=1[CH:4]=[C:5]([C:23]([O:25][CH2:26][CH3:27])=[O:24])[N:6]2[CH2:20][O:21][CH3:22].CI.[C:30](=O)([O-])[O-].[K+].[K+].CN(C)C=O. (2) Given the product [CH3:1][O:2][C:3](=[O:23])[C:4]1[CH:9]=[CH:8][C:7]([C:10]([NH2:11])=[O:26])=[C:6]([O:12][CH2:13][CH2:14][C:15]2[CH:20]=[CH:19][C:18]([Cl:21])=[CH:17][C:16]=2[Cl:22])[CH:5]=1, predict the reactants needed to synthesize it. The reactants are: [CH3:1][O:2][C:3](=[O:23])[C:4]1[CH:9]=[CH:8][C:7]([C:10]#[N:11])=[C:6]([O:12][CH2:13][CH2:14][C:15]2[CH:20]=[CH:19][C:18]([Cl:21])=[CH:17][C:16]=2[Cl:22])[CH:5]=1.CS(C)=[O:26]. (3) Given the product [CH:1]([C:4]1[CH:9]=[C:8]([CH:10]([CH3:12])[CH3:11])[C:7]([S:13]([C:16]2[CH:21]=[CH:20][CH:19]=[CH:18][CH:17]=2)(=[O:15])=[O:14])=[CH:6][C:5]=1[S:22]([NH:34][CH2:33][CH2:32][C:28]1[CH:27]=[N:26][CH:31]=[CH:30][CH:29]=1)(=[O:24])=[O:23])([CH3:3])[CH3:2], predict the reactants needed to synthesize it. The reactants are: [CH:1]([C:4]1[CH:9]=[C:8]([CH:10]([CH3:12])[CH3:11])[C:7]([S:13]([C:16]2[CH:21]=[CH:20][CH:19]=[CH:18][CH:17]=2)(=[O:15])=[O:14])=[CH:6][C:5]=1[S:22](Cl)(=[O:24])=[O:23])([CH3:3])[CH3:2].[N:26]1[CH:31]=[CH:30][CH:29]=[C:28]([CH2:32][CH2:33][NH2:34])[CH:27]=1. (4) Given the product [C:4]1([C:3]([C:11]2[CH:16]=[CH:15][CH:14]=[CH:13][CH:12]=2)=[N+:1]=[N-:2])[CH:9]=[CH:8][CH:7]=[CH:6][CH:5]=1, predict the reactants needed to synthesize it. The reactants are: [NH2:1][NH2:2].[C:3]([C:11]1[CH:16]=[CH:15][CH:14]=[CH:13][CH:12]=1)(=O)[C:4]1[CH:9]=[CH:8][CH:7]=[CH:6][CH:5]=1.